From a dataset of NCI-60 drug combinations with 297,098 pairs across 59 cell lines. Regression. Given two drug SMILES strings and cell line genomic features, predict the synergy score measuring deviation from expected non-interaction effect. (1) Drug 1: C1=NC2=C(N=C(N=C2N1C3C(C(C(O3)CO)O)O)F)N. Drug 2: N.N.Cl[Pt+2]Cl. Cell line: NCI/ADR-RES. Synergy scores: CSS=53.1, Synergy_ZIP=-8.34, Synergy_Bliss=-4.59, Synergy_Loewe=-15.7, Synergy_HSA=-1.69. (2) Drug 1: CC1=CC2C(CCC3(C2CCC3(C(=O)C)OC(=O)C)C)C4(C1=CC(=O)CC4)C. Drug 2: C1=NC2=C(N1)C(=S)N=C(N2)N. Cell line: A549. Synergy scores: CSS=56.8, Synergy_ZIP=-3.92, Synergy_Bliss=-2.82, Synergy_Loewe=-15.6, Synergy_HSA=0.983. (3) Drug 2: CC1CCC2CC(C(=CC=CC=CC(CC(C(=O)C(C(C(=CC(C(=O)CC(OC(=O)C3CCCCN3C(=O)C(=O)C1(O2)O)C(C)CC4CCC(C(C4)OC)OCCO)C)C)O)OC)C)C)C)OC. Cell line: MOLT-4. Synergy scores: CSS=1.20, Synergy_ZIP=-2.66, Synergy_Bliss=-5.43, Synergy_Loewe=-14.2, Synergy_HSA=-9.30. Drug 1: CC1=C(C(=CC=C1)Cl)NC(=O)C2=CN=C(S2)NC3=CC(=NC(=N3)C)N4CCN(CC4)CCO.